Predict the product of the given reaction. From a dataset of Forward reaction prediction with 1.9M reactions from USPTO patents (1976-2016). (1) The product is: [CH3:3][O:4][C:5]([C:7]1[S:8][C:9]([C:23]2[CH:28]=[CH:27][CH:26]=[CH:25][CH:24]=2)=[CH:10][C:11]=1[N:12]([C:13](=[O:22])[C:14]1[CH:19]=[CH:18][C:17]([Cl:20])=[CH:16][C:15]=1[Cl:21])[CH:32]([CH3:34])[CH3:33])=[O:6]. Given the reactants [H-].[Na+].[CH3:3][O:4][C:5]([C:7]1[S:8][C:9]([C:23]2[CH:28]=[CH:27][CH:26]=[CH:25][CH:24]=2)=[CH:10][C:11]=1[NH:12][C:13](=[O:22])[C:14]1[CH:19]=[CH:18][C:17]([Cl:20])=[CH:16][C:15]=1[Cl:21])=[O:6].N#N.I[CH:32]([CH3:34])[CH3:33], predict the reaction product. (2) Given the reactants [NH2:1][CH2:2][CH2:3][O:4][C:5]1[CH:29]=[C:28]([S:30]([CH3:33])(=[O:32])=[O:31])[CH:27]=[CH:26][C:6]=1[C:7]([NH:9][C:10]1[C:11]([C:16]([NH:18][C:19]2[CH:24]=[CH:23][C:22]([Cl:25])=[CH:21][N:20]=2)=[O:17])=[N:12][CH:13]=[CH:14][CH:15]=1)=[O:8].Cl, predict the reaction product. The product is: [ClH:25].[NH2:1][CH2:2][CH2:3][O:4][C:5]1[CH:29]=[C:28]([S:30]([CH3:33])(=[O:31])=[O:32])[CH:27]=[CH:26][C:6]=1[C:7]([NH:9][C:10]1[C:11]([C:16]([NH:18][C:19]2[CH:24]=[CH:23][C:22]([Cl:25])=[CH:21][N:20]=2)=[O:17])=[N:12][CH:13]=[CH:14][CH:15]=1)=[O:8]. (3) Given the reactants [CH3:1][C:2]1[C:6]([CH2:7][N:8]2[CH:12]=[C:11]([N:13]3[C:17](=[O:18])[CH2:16][NH:15][C:14]3=[O:19])[CH:10]=[N:9]2)=[C:5]([CH3:20])[O:4][N:3]=1.Br[CH2:22][C:23]1[CH:28]=[CH:27][CH:26]=[CH:25][C:24]=1[CH3:29], predict the reaction product. The product is: [CH3:1][C:2]1[C:6]([CH2:7][N:8]2[CH:12]=[C:11]([N:13]3[C:17](=[O:18])[CH2:16][N:15]([CH2:22][C:23]4[CH:28]=[CH:27][CH:26]=[CH:25][C:24]=4[CH3:29])[C:14]3=[O:19])[CH:10]=[N:9]2)=[C:5]([CH3:20])[O:4][N:3]=1. (4) Given the reactants C1(=O)OCCO1.[F-:7].[K+].Cl[C:10]([O:12][CH2:13][C:14]([CH3:17])([CH3:16])[CH3:15])=[O:11].ClC([O-])=O, predict the reaction product. The product is: [F:7][C:10]([O:12][CH2:13][C:14]([CH3:17])([CH3:16])[CH3:15])=[O:11]. (5) Given the reactants [CH3:1][CH:2]([N:19]1[CH2:24][C@@H:23]2[CH2:25][C@H:20]1[CH2:21][N:22]2[CH2:26][C:27]1[CH:36]=[CH:35][C:30]([C:31]([O:33]C)=[O:32])=[CH:29][CH:28]=1)[C:3](=[O:18])[NH:4][C:5]1[CH:10]=[CH:9][C:8]([O:11][C:12]2[CH:17]=[CH:16][CH:15]=[CH:14][CH:13]=2)=[CH:7][CH:6]=1, predict the reaction product. The product is: [CH3:1][CH:2]([N:19]1[CH2:24][C@@H:23]2[CH2:25][C@H:20]1[CH2:21][N:22]2[CH2:26][C:27]1[CH:28]=[CH:29][C:30]([C:31]([OH:33])=[O:32])=[CH:35][CH:36]=1)[C:3](=[O:18])[NH:4][C:5]1[CH:6]=[CH:7][C:8]([O:11][C:12]2[CH:13]=[CH:14][CH:15]=[CH:16][CH:17]=2)=[CH:9][CH:10]=1. (6) Given the reactants [CH:1]1([NH:4][C:5](=O)[C:6]2[CH:11]=[C:10]([CH2:12][CH2:13][CH2:14][O:15][CH3:16])[CH:9]=[C:8]([CH2:17][CH2:18][CH2:19][O:20][CH3:21])[CH:7]=2)[CH2:3][CH2:2]1.B.CSC, predict the reaction product. The product is: [CH3:21][O:20][CH2:19][CH2:18][CH2:17][C:8]1[CH:7]=[C:6]([CH:11]=[C:10]([CH2:12][CH2:13][CH2:14][O:15][CH3:16])[CH:9]=1)[CH2:5][NH:4][CH:1]1[CH2:2][CH2:3]1. (7) Given the reactants [F:1][C:2]([F:13])([F:12])[C:3]1[CH:11]=[CH:10][C:6]([C:7]([OH:9])=O)=[CH:5][CH:4]=1.C(Cl)(=O)C(Cl)=O.[NH:20]1[CH2:24][CH2:23][CH2:22][CH2:21]1.C(N(C(C)C)CC)(C)C, predict the reaction product. The product is: [N:20]1([C:7]([C:6]2[CH:5]=[CH:4][C:3]([C:2]([F:1])([F:13])[F:12])=[CH:11][CH:10]=2)=[O:9])[CH2:24][CH2:23][CH2:22][CH2:21]1. (8) The product is: [CH3:12][OH:14].[C:12](=[O:15])=[O:14].[C:18]1([C:24]2[N:16]=[CH:28][N:3]([C@@H:4]3[CH:9]4[CH2:10][CH2:11][N:6]([CH2:7][CH2:8]4)[CH2:5]3)[CH:26]=2)[CH:23]=[CH:22][CH:21]=[CH:20][CH:19]=1. Given the reactants Cl.Cl.[NH2:3][C@@H:4]1[CH:9]2[CH2:10][CH2:11][N:6]([CH2:7][CH2:8]2)[CH2:5]1.[C:12]([O-:15])(=[O:14])C.[NH4+:16].O.[C:18]1([C:24]([CH:26]=O)=O)[CH:23]=[CH:22][CH:21]=[CH:20][CH:19]=1.[CH2:28]=O.[OH-].[Na+], predict the reaction product. (9) Given the reactants [CH2:1]([O:3][C:4](=[O:22])[CH:5]([C:11]([CH:13]1[CH2:18][CH2:17][CH:16]([CH2:19][CH2:20][CH3:21])[CH2:15][CH2:14]1)=[O:12])C(OCC)=O)[CH3:2].C1(C)C=CC(S(O)(=O)=O)=CC=1, predict the reaction product. The product is: [CH2:1]([O:3][C:4](=[O:22])[CH2:5][C:11](=[O:12])[CH:13]1[CH2:14][CH2:15][CH:16]([CH2:19][CH2:20][CH3:21])[CH2:17][CH2:18]1)[CH3:2]. (10) The product is: [CH3:1][N:42]1[CH2:43][CH2:44][CH:39]([N:37]2[CH:38]=[C:34]([C:31]3[CH:30]=[N:29][C:28]([C:24]4[CH:25]=[CH:26][CH:27]=[C:22]([C:20]5[CH:19]=[N:18][N:17]([CH3:16])[CH:21]=5)[CH:23]=4)=[N:33][CH:32]=3)[CH:35]=[N:36]2)[CH2:40][CH2:41]1. Given the reactants [C:1](O[BH-](OC(=O)C)OC(=O)C)(=O)C.[Na+].Cl.[CH3:16][N:17]1[CH:21]=[C:20]([C:22]2[CH:23]=[C:24]([C:28]3[N:33]=[CH:32][C:31]([C:34]4[CH:35]=[N:36][N:37]([CH:39]5[CH2:44][CH2:43][NH:42][CH2:41][CH2:40]5)[CH:38]=4)=[CH:30][N:29]=3)[CH:25]=[CH:26][CH:27]=2)[CH:19]=[N:18]1.C=O.CCN(C(C)C)C(C)C.C([O-])(O)=O.[Na+], predict the reaction product.